From a dataset of Catalyst prediction with 721,799 reactions and 888 catalyst types from USPTO. Predict which catalyst facilitates the given reaction. (1) Reactant: [CH3:1][O:2][C:3]1[CH:4]=[C:5]([CH2:9][C:10](Cl)=O)[CH:6]=[CH:7][CH:8]=1.[CH3:13][O:14][C:15]1[CH:20]=[CH:19][C:18]([NH2:21])=[CH:17][CH:16]=1.O. Product: [CH3:13][O:14][C:15]1[CH:20]=[CH:19][C:18]([NH:21][CH2:10][CH2:9][C:5]2[CH:6]=[CH:7][CH:8]=[C:3]([O:2][CH3:1])[CH:4]=2)=[CH:17][CH:16]=1. The catalyst class is: 13. (2) Reactant: [OH:1][CH2:2][CH2:3][CH2:4][CH2:5][NH:6][S:7]([C:10]1[CH:15]=[CH:14][C:13]([C:16]2[CH:21]=[CH:20][CH:19]=[CH:18][C:17]=2[N+:22]([O-])=O)=[CH:12][CH:11]=1)(=[O:9])=[O:8]. Product: [OH:1][CH2:2][CH2:3][CH2:4][CH2:5][NH:6][S:7]([C:10]1[CH:15]=[CH:14][C:13]([C:16]2[CH:21]=[CH:20][CH:19]=[CH:18][C:17]=2[NH2:22])=[CH:12][CH:11]=1)(=[O:9])=[O:8]. The catalyst class is: 19. (3) Reactant: [CH3:1][O:2][C:3]1[CH:4]=[C:5]([CH:29]=[C:30]([O:34][CH3:35])[C:31]=1[O:32][CH3:33])[O:6][CH2:7][C:8]([N:10]1[CH2:15][CH2:14][N:13]([CH2:16][C:17]2[CH:22]=[CH:21][C:20]([F:23])=[CH:19][CH:18]=2)[CH2:12][CH:11]1[CH2:24][C:25]([O:27]C)=[O:26])=[O:9].CO.O.O.[OH-].[Li+]. Product: [CH3:35][O:34][C:30]1[CH:29]=[C:5]([CH:4]=[C:3]([O:2][CH3:1])[C:31]=1[O:32][CH3:33])[O:6][CH2:7][C:8]([N:10]1[CH2:15][CH2:14][N:13]([CH2:16][C:17]2[CH:22]=[CH:21][C:20]([F:23])=[CH:19][CH:18]=2)[CH2:12][CH:11]1[CH2:24][C:25]([OH:27])=[O:26])=[O:9]. The catalyst class is: 13. (4) Product: [CH3:24][C:23]1[C:13]2[CH:14]([C:17]3[CH:22]=[CH:21][CH:20]=[CH:19][CH:18]=3)[CH2:15][O:16][C:12]=2[C:11]([CH3:25])=[C:10]([CH3:26])[C:9]=1[NH2:8]. The catalyst class is: 175. Reactant: C([NH:8][C:9]1[C:10]([CH3:26])=[C:11]([CH3:25])[C:12]2[O:16][CH2:15][CH:14]([C:17]3[CH:22]=[CH:21][CH:20]=[CH:19][CH:18]=3)[C:13]=2[C:23]=1[CH3:24])C1C=CC=CC=1. (5) Reactant: CO[C:3](=[O:42])[C:4]1[CH:9]=[CH:8][CH:7]=[C:6]([CH2:10][O:11][C:12]2[CH:17]=[CH:16][C:15]([C:18]3[CH:23]=[C:22]([F:24])[C:21]([F:25])=[CH:20][C:19]=3[F:26])=[CH:14][CH:13]=2)[C:5]=1[NH:27][N:28](C(OC(C)(C)C)=O)[C:29]1[CH:30]=[N:31][CH:32]=[CH:33][CH:34]=1.[ClH:43]. Product: [N:31]1[CH:32]=[CH:33][CH:34]=[C:29]([N:28]2[C:3](=[O:42])[C:4]3[C:5](=[C:6]([CH2:10][O:11][C:12]4[CH:13]=[CH:14][C:15]([C:18]5[CH:23]=[C:22]([F:24])[C:21]([F:25])=[CH:20][C:19]=5[F:26])=[CH:16][CH:17]=4)[CH:7]=[CH:8][CH:9]=3)[NH:27]2)[CH:30]=1.[ClH:43].[N:31]1[CH:32]=[CH:33][CH:34]=[C:29]([N:28]2[C:3](=[O:42])[C:4]3[C:5](=[C:6]([CH2:10][O:11][C:12]4[CH:13]=[CH:14][C:15]([C:18]5[CH:23]=[C:22]([F:24])[C:21]([F:25])=[CH:20][C:19]=5[F:26])=[CH:16][CH:17]=4)[CH:7]=[CH:8][CH:9]=3)[NH:27]2)[CH:30]=1. The catalyst class is: 1. (6) The catalyst class is: 1. Product: [CH2:41]([O:48][C:49]1[C:56]([F:57])=[CH:55][C:52](/[CH:53]=[C:5](\[O:4][CH2:2][CH3:3])/[C:6]([O:8][CH2:9][CH3:10])=[O:7])=[CH:51][C:50]=1[F:58])[C:42]1[CH:47]=[CH:46][CH:45]=[CH:44][CH:43]=1. Reactant: [Cl-].[CH2:2]([O:4][CH:5]([P+](C1C=CC=CC=1)(C1C=CC=CC=1)C1C=CC=CC=1)[C:6]([O:8][CH2:9][CH3:10])=[O:7])[CH3:3].C1CCN2C(=NCCC2)CC1.[CH2:41]([O:48][C:49]1[C:56]([F:57])=[CH:55][C:52]([CH:53]=O)=[CH:51][C:50]=1[F:58])[C:42]1[CH:47]=[CH:46][CH:45]=[CH:44][CH:43]=1.